From a dataset of Peptide-MHC class II binding affinity with 134,281 pairs from IEDB. Regression. Given a peptide amino acid sequence and an MHC pseudo amino acid sequence, predict their binding affinity value. This is MHC class II binding data. (1) The peptide sequence is RSTTDSGKVIPEWCC. The MHC is HLA-DQA10501-DQB10302 with pseudo-sequence HLA-DQA10501-DQB10302. The binding affinity (normalized) is 0. (2) The peptide sequence is NQEILELAQSETCSP. The MHC is DRB1_1101 with pseudo-sequence DRB1_1101. The binding affinity (normalized) is 0.132. (3) The peptide sequence is AKGSRAIWYMWLGAR. The MHC is DRB1_0405 with pseudo-sequence DRB1_0405. The binding affinity (normalized) is 0.476. (4) The peptide sequence is EKVYFAATQFEPLAA. The MHC is HLA-DQA10501-DQB10301 with pseudo-sequence HLA-DQA10501-DQB10301. The binding affinity (normalized) is 0.346. (5) The peptide sequence is GYKDWILWISFAISC. The MHC is DRB1_0802 with pseudo-sequence DRB1_0802. The binding affinity (normalized) is 0.185. (6) The binding affinity (normalized) is 0.249. The MHC is DRB3_0101 with pseudo-sequence DRB3_0101. The peptide sequence is FNIQYVNYWFAPGAA.